From a dataset of Forward reaction prediction with 1.9M reactions from USPTO patents (1976-2016). Predict the product of the given reaction. (1) Given the reactants CS(O[CH:6]([CH:8]1[CH2:13][CH2:12][N:11]([C:14]([O:16][C:17]([CH3:20])([CH3:19])[CH3:18])=[O:15])[CH2:10][CH2:9]1)[CH3:7])(=O)=O.[F:21][C:22]([F:31])([F:30])[C:23]1[CH:24]=[C:25]([SH:29])[CH:26]=[CH:27][CH:28]=1.C([O-])([O-])=O.[K+].[K+].CN(C)C=O, predict the reaction product. The product is: [F:31][C:22]([F:21])([F:30])[C:23]1[CH:24]=[C:25]([S:29][CH:6]([CH:8]2[CH2:9][CH2:10][N:11]([C:14]([O:16][C:17]([CH3:18])([CH3:19])[CH3:20])=[O:15])[CH2:12][CH2:13]2)[CH3:7])[CH:26]=[CH:27][CH:28]=1. (2) The product is: [F:13][C:9]1[CH:10]=[CH:11][C:12]2[CH:4]=[CH:5][S:6][C:7]=2[CH:8]=1. Given the reactants C(O[CH:4](OCC)[CH2:5][S:6][C:7]1[CH:12]=[CH:11][CH:10]=[C:9]([F:13])[CH:8]=1)C, predict the reaction product. (3) The product is: [Cl:1][C:2]1[CH:3]=[C:4](/[CH:9]=[CH:10]/[C:11]([N:13]2[CH2:19][CH2:18][C:17](=[O:20])[N:16]([CH2:28][CH2:27][C@@H:25]3[CH2:24][O:23][C:22]([CH3:34])([CH3:21])[O:26]3)[CH2:15][CH2:14]2)=[O:12])[CH:5]=[CH:6][C:7]=1[Cl:8]. Given the reactants [Cl:1][C:2]1[CH:3]=[C:4](/[CH:9]=[CH:10]/[C:11]([N:13]2[CH2:19][CH2:18][C:17](=[O:20])[NH:16][CH2:15][CH2:14]2)=[O:12])[CH:5]=[CH:6][C:7]=1[Cl:8].[CH3:21][C:22]1([CH3:34])[O:26][C@H:25]([CH2:27][CH2:28]OS(C)(=O)=O)[CH2:24][O:23]1, predict the reaction product. (4) Given the reactants [CH3:1][O:2][C:3]1[N:8]=[CH:7][C:6]([NH:9][C:10]2[N:14]([C:15]3[CH:20]=[C:19]([S:21][CH3:22])[N:18]=[C:17]([CH3:23])[N:16]=3)[N:13]=[C:12]([CH3:24])[CH:11]=2)=[CH:5][CH:4]=1.ClC1C=C(C=CC=1)C(OO)=[O:30], predict the reaction product. The product is: [CH3:1][O:2][C:3]1[N:8]=[CH:7][C:6]([NH:9][C:10]2[N:14]([C:15]3[CH:20]=[C:19]([S:21]([CH3:22])=[O:30])[N:18]=[C:17]([CH3:23])[N:16]=3)[N:13]=[C:12]([CH3:24])[CH:11]=2)=[CH:5][CH:4]=1. (5) Given the reactants C[O-].[Na+].S(O)(O)(=O)=O.[NH2:9][C:10]1[NH:11][CH:12]=[CH:13][N:14]=1.[NH2:9][C:10]1[NH:11][CH:12]=[CH:13][N:14]=1.C(O[CH:24](OCC)[CH2:25][C:26](=O)[C:27]([O:31][CH3:32])([O:29][CH3:30])[CH3:28])C.C(OCC)C, predict the reaction product. The product is: [CH3:30][O:29][C:27]([C:26]1[CH:25]=[CH:24][N:11]2[CH:12]=[CH:13][N:14]=[C:10]2[N:9]=1)([O:31][CH3:32])[CH3:28]. (6) The product is: [Cl:1][C:2]1[CH:3]=[CH:4][C:5]([CH2:6][CH:7]2[C:16]3[C:11](=[CH:12][C:13]([O:19][CH3:20])=[C:14]([O:17][CH3:18])[CH:15]=3)[CH2:10][CH2:9][N:8]2[CH2:24][C:25]([NH:34][CH2:33][C:32]2[CH:35]=[CH:36][CH:37]=[CH:38][C:31]=2[O:30][CH2:28][CH3:29])=[O:26])=[CH:21][CH:22]=1. Given the reactants [Cl:1][C:2]1[CH:22]=[CH:21][C:5]([CH2:6][CH:7]2[C:16]3[C:11](=[CH:12][C:13]([O:19][CH3:20])=[C:14]([O:17][CH3:18])[CH:15]=3)[CH2:10][CH2:9][NH:8]2)=[CH:4][CH:3]=1.Br[CH2:24][C:25](Br)=[O:26].[CH2:28]([O:30][C:31]1[CH:38]=[CH:37][CH:36]=[CH:35][C:32]=1[CH2:33][NH2:34])[CH3:29], predict the reaction product. (7) Given the reactants [F:1][C:2]1[CH:23]=[C:22]([NH:24][C:25](=[O:37])[CH2:26][C:27]([NH:29][C:30]2[CH:35]=[CH:34][C:33]([F:36])=[CH:32][CH:31]=2)=[O:28])[CH:21]=[CH:20][C:3]=1[O:4][C:5]1[C:10]2=[C:11]([CH3:19])[C:12]([C:14](OCC)=[O:15])=[CH:13][N:9]2[N:8]=[CH:7][N:6]=1.CC(C[AlH]CC(C)C)C, predict the reaction product. The product is: [F:1][C:2]1[CH:23]=[C:22]([NH:24][C:25](=[O:37])[CH2:26][C:27]([NH:29][C:30]2[CH:31]=[CH:32][C:33]([F:36])=[CH:34][CH:35]=2)=[O:28])[CH:21]=[CH:20][C:3]=1[O:4][C:5]1[C:10]2=[C:11]([CH3:19])[C:12]([CH2:14][OH:15])=[CH:13][N:9]2[N:8]=[CH:7][N:6]=1.